This data is from Aqueous solubility values for 9,982 compounds from the AqSolDB database. The task is: Regression/Classification. Given a drug SMILES string, predict its absorption, distribution, metabolism, or excretion properties. Task type varies by dataset: regression for continuous measurements (e.g., permeability, clearance, half-life) or binary classification for categorical outcomes (e.g., BBB penetration, CYP inhibition). For this dataset (solubility_aqsoldb), we predict Y. (1) The compound is O=c1nc[nH]c2nccnc12. The Y is -1.47 log mol/L. (2) The compound is CC(C)=CCCC(C)CCCC(C)C=O. The Y is -5.50 log mol/L.